Dataset: Peptide-MHC class II binding affinity with 134,281 pairs from IEDB. Task: Regression. Given a peptide amino acid sequence and an MHC pseudo amino acid sequence, predict their binding affinity value. This is MHC class II binding data. The peptide sequence is CSNSHVNTLRFLVKN. The MHC is DRB1_0101 with pseudo-sequence DRB1_0101. The binding affinity (normalized) is 0.960.